This data is from Full USPTO retrosynthesis dataset with 1.9M reactions from patents (1976-2016). The task is: Predict the reactants needed to synthesize the given product. (1) Given the product [Br:1][C:2]1[CH:20]=[CH:19][C:5]([NH:6][C:7]2[C:12]([C:13]([O:15][CH2:16][CH3:17])=[O:14])=[CH:11][N:10]([CH3:9])[C:41](=[O:42])[CH:40]=2)=[C:4]([F:21])[CH:3]=1, predict the reactants needed to synthesize it. The reactants are: [Br:1][C:2]1[CH:20]=[CH:19][C:5]([NH:6][C:7]2[C:12]([C:13]([O:15][CH2:16][CH3:17])=[O:14])=[CH:11][N:10]=[C:9](Cl)C=2)=[C:4]([F:21])[CH:3]=1.COS(OC)(=O)=O.C(N(CC)CC)C.CC(O)=O.[CH3:40][CH2:41][OH:42]. (2) Given the product [CH3:1][CH:2]([CH3:36])[CH2:3][O:4][C:5]([C:7]1[C:12](=[O:13])[N:11]([CH2:14][C:15]2[CH:20]=[CH:19][C:18]([OH:21])=[C:17]([F:29])[C:16]=2[F:30])[N:10]2[CH2:31][CH2:32][CH2:33][C@:9]2([CH3:34])[C:8]=1[OH:35])=[O:6], predict the reactants needed to synthesize it. The reactants are: [CH3:1][CH:2]([CH3:36])[CH2:3][O:4][C:5]([C:7]1[C:12](=[O:13])[N:11]([CH2:14][C:15]2[CH:20]=[CH:19][C:18]([O:21]CC3C=CC=CC=3)=[C:17]([F:29])[C:16]=2[F:30])[N:10]2[CH2:31][CH2:32][CH2:33][C@:9]2([CH3:34])[C:8]=1[OH:35])=[O:6]. (3) Given the product [F:15][C:13]1([F:16])[CH2:12][O:11][CH2:10][CH2:9][NH:8][CH2:14]1, predict the reactants needed to synthesize it. The reactants are: C(OC([N:8]1[CH2:14][C:13]([F:16])([F:15])[CH2:12][O:11][CH2:10][CH2:9]1)=O)(C)(C)C. (4) Given the product [F:30][C:24]1[C:25]([F:29])=[CH:26][CH:27]=[CH:28][C:23]=1[C:21]1[N:22]=[C:17]2[CH:16]=[N:15][N:14]([CH2:13][C:11]3[O:10][N:9]=[C:8]([C:5]4[CH:6]=[CH:7][C:2]([C:38]5[CH:39]=[CH:40][C:35]([O:34][CH2:31][CH2:32][CH3:33])=[CH:36][CH:37]=5)=[CH:3][CH:4]=4)[CH:12]=3)[CH:19]=[C:18]2[N:20]=1, predict the reactants needed to synthesize it. The reactants are: Br[C:2]1[CH:7]=[CH:6][C:5]([C:8]2[CH:12]=[C:11]([CH2:13][N:14]3[CH:19]=[C:18]4[N:20]=[C:21]([C:23]5[CH:28]=[CH:27][CH:26]=[C:25]([F:29])[C:24]=5[F:30])[N:22]=[C:17]4[CH:16]=[N:15]3)[O:10][N:9]=2)=[CH:4][CH:3]=1.[CH2:31]([O:34][C:35]1[CH:40]=[CH:39][C:38](B(O)O)=[CH:37][CH:36]=1)[CH2:32][CH3:33].C(=O)([O-])[O-].[Na+].[Na+]. (5) Given the product [N:39]1[CH:44]=[CH:43][CH:42]=[C:41]([S:45]([O:23][C:13]2[CH2:12][CH:11]([C:9](=[O:10])[NH:8][C:5]3[CH:6]=[CH:7][C:2]([Cl:1])=[CH:3][C:4]=3[C:24](=[O:31])[NH:25][CH:26]([CH:28]3[CH2:29][CH2:30]3)[CH3:27])[N:15]([C:16]3[C:21]([Cl:22])=[CH:20][CH:19]=[CH:18][N:17]=3)[N:14]=2)(=[O:47])=[O:46])[CH:40]=1, predict the reactants needed to synthesize it. The reactants are: [Cl:1][C:2]1[CH:7]=[CH:6][C:5]([NH:8][C:9]([CH:11]2[N:15]([C:16]3[C:21]([Cl:22])=[CH:20][CH:19]=[CH:18][N:17]=3)[N:14]=[C:13]([OH:23])[CH2:12]2)=[O:10])=[C:4]([C:24](=[O:31])[NH:25][CH:26]([CH:28]2[CH2:30][CH2:29]2)[CH3:27])[CH:3]=1.C(N(CC)CC)C.[N:39]1[CH:44]=[CH:43][CH:42]=[C:41]([S:45](Cl)(=[O:47])=[O:46])[CH:40]=1.O. (6) Given the product [NH2:1][C:2]1[CH:3]=[C:4]2[C:9](=[CH:10][CH:11]=1)[C:8]([C:12]#[N:13])=[CH:7][CH2:6][CH2:5]2, predict the reactants needed to synthesize it. The reactants are: [NH2:1][C:2]1[CH:3]=[C:4]2[C:9](=[CH:10][CH:11]=1)[C:8](O[Si](C)(C)C)([C:12]#[N:13])[CH2:7][CH2:6][CH2:5]2.NC1C=C2C(=CC=1)C(=O)CCC2.C1(C)C=CC(S(O)(=O)=O)=CC=1. (7) Given the product [NH2:1][C:2]1[N:7]=[CH:6][N:5]=[C:4]([NH:8][C@H:9]([C:11]2[N:12]([CH:23]3[CH2:25][CH2:24]3)[C:13](=[O:22])[C:14]3[C:19]([CH:20]=2)=[CH:18][CH:17]=[CH:16][C:15]=3[C:36]2[CH:35]=[N:34][N:33]([CH3:32])[CH:37]=2)[CH3:10])[C:3]=1[C:26]1[O:27][C:28]([CH3:31])=[N:29][N:30]=1, predict the reactants needed to synthesize it. The reactants are: [NH2:1][C:2]1[N:7]=[CH:6][N:5]=[C:4]([NH:8][C@H:9]([C:11]2[N:12]([CH:23]3[CH2:25][CH2:24]3)[C:13](=[O:22])[C:14]3[C:19]([CH:20]=2)=[CH:18][CH:17]=[CH:16][C:15]=3Cl)[CH3:10])[C:3]=1[C:26]1[O:27][C:28]([CH3:31])=[N:29][N:30]=1.[CH3:32][N:33]1[CH:37]=[C:36](B2OC(C)(C)C(C)(C)O2)[CH:35]=[N:34]1.C([O-])([O-])=O.[Na+].[Na+].